This data is from Forward reaction prediction with 1.9M reactions from USPTO patents (1976-2016). The task is: Predict the product of the given reaction. (1) Given the reactants [CH3:1][Si](C=[N+]=[N-])(C)C.[Br:8][C:9]1[CH:10]=[CH:11][C:12]([O:17][C:18]2[CH:19]=[CH:20][C:21]3[N:25]=[C:24]([CH2:26][O:27][C:28]4[CH:29]=[C:30]([CH:34]=[CH:35][CH:36]=4)[C:31]([OH:33])=[O:32])[N:23]([CH3:37])[C:22]=3[CH:38]=2)=[N:13][C:14]=1[O:15][CH3:16], predict the reaction product. The product is: [Br:8][C:9]1[CH:10]=[CH:11][C:12]([O:17][C:18]2[CH:19]=[CH:20][C:21]3[N:25]=[C:24]([CH2:26][O:27][C:28]4[CH:29]=[C:30]([CH:34]=[CH:35][CH:36]=4)[C:31]([O:33][CH3:1])=[O:32])[N:23]([CH3:37])[C:22]=3[CH:38]=2)=[N:13][C:14]=1[O:15][CH3:16]. (2) Given the reactants [N:1]12[CH2:8][CH2:7][CH:4]([CH2:5][CH2:6]1)[CH:3]([NH:9][C@@H:10]([C:19]([N:21]1[CH2:26][CH2:25][CH:24]([N:27]([CH:35]3[CH2:40][CH2:39][CH2:38][CH2:37][CH2:36]3)[C:28]([N:30]([CH2:33][CH3:34])[CH2:31][CH3:32])=[O:29])[CH2:23][CH2:22]1)=[O:20])[CH2:11][C:12]1[CH:17]=[CH:16][C:15]([Cl:18])=[CH:14][CH:13]=1)[CH2:2]2.Cl, predict the reaction product. The product is: [ClH:18].[N:1]12[CH2:8][CH2:7][CH:4]([CH2:5][CH2:6]1)[CH:3]([NH:9][C@@H:10]([C:19]([N:21]1[CH2:22][CH2:23][CH:24]([N:27]([CH:35]3[CH2:36][CH2:37][CH2:38][CH2:39][CH2:40]3)[C:28]([N:30]([CH2:33][CH3:34])[CH2:31][CH3:32])=[O:29])[CH2:25][CH2:26]1)=[O:20])[CH2:11][C:12]1[CH:17]=[CH:16][C:15]([Cl:18])=[CH:14][CH:13]=1)[CH2:2]2. (3) The product is: [OH:37][NH:36][C:33]([CH:6]1[CH:7]([NH:10][S:11]([C:14]2[CH:15]=[CH:16][C:17]([O:20][CH2:21][C:22]3[C:31]4[C:26](=[CH:27][CH:28]=[CH:29][CH:30]=4)[N:25]=[C:24]([CH3:32])[CH:23]=3)=[CH:18][CH:19]=2)(=[O:12])=[O:13])[CH2:8][CH2:9][N:4]([CH2:3][CH2:2][OH:1])[CH2:5]1)=[O:35]. Given the reactants [OH:1][CH2:2][CH2:3][N:4]1[CH2:9][CH2:8][CH:7]([NH:10][S:11]([C:14]2[CH:19]=[CH:18][C:17]([O:20][CH2:21][C:22]3[C:31]4[C:26](=[CH:27][CH:28]=[CH:29][CH:30]=4)[N:25]=[C:24]([CH3:32])[CH:23]=3)=[CH:16][CH:15]=2)(=[O:13])=[O:12])[CH:6]([C:33]([OH:35])=O)[CH2:5]1.[NH2:36][OH:37], predict the reaction product. (4) Given the reactants [O-]P([O-])([O-])=O.[K+].[K+].[K+].[CH2:9]([NH2:15])[CH2:10][CH2:11][CH2:12][CH2:13][CH3:14].I[C:17]1[CH:22]=[CH:21][CH:20]=[CH:19][CH:18]=1.C(O)CO, predict the reaction product. The product is: [C:17]1([CH2:14][CH2:13][CH2:12][CH2:11][CH2:10][CH2:9][NH2:15])[CH:22]=[CH:21][CH:20]=[CH:19][CH:18]=1. (5) Given the reactants [Cl:1][C:2]1[CH:3]=[C:4]([CH:25]=[CH:26][C:27]=1[Cl:28])[CH2:5][N:6]1[C:15]2[C:10](=[CH:11][CH:12]=[CH:13][CH:14]=2)[CH2:9][CH:8]([N:16](C)[C:17](=O)OC(C)(C)C)[CH2:7]1.[F:29][C:30]([F:35])([F:34])[C:31]([OH:33])=[O:32], predict the reaction product. The product is: [Cl:1][C:2]1[CH:3]=[C:4]([CH:25]=[CH:26][C:27]=1[Cl:28])[CH2:5][N:6]1[C:15]2[C:10](=[CH:11][CH:12]=[CH:13][CH:14]=2)[CH2:9][CH:8]([NH:16][CH3:17])[CH2:7]1.[C:31]([OH:33])([C:30]([F:35])([F:34])[F:29])=[O:32]. (6) The product is: [CH3:6][O:7][C:8]1[CH:16]=[CH:15][CH:14]=[C:13]2[C:9]=1[C:10]([CH:17]=[CH:22][N+:19]([O-:21])=[O:20])=[CH:11][NH:12]2. Given the reactants C([O-])(=O)C.[NH4+].[CH3:6][O:7][C:8]1[CH:16]=[CH:15][CH:14]=[C:13]2[C:9]=1[C:10]([CH:17]=O)=[CH:11][NH:12]2.[N+:19]([CH3:22])([O-:21])=[O:20], predict the reaction product. (7) Given the reactants [Cl:1][C:2]1[C:3]([N:8]2[CH2:13][CH2:12][N:11]([CH2:14][C:15]3[CH:16]=[N:17][N:18]([CH2:21][CH3:22])[C:19]=3[CH3:20])[CH2:10][CH2:9]2)=[N:4][CH:5]=[CH:6][N:7]=1.C(=O)([O-])[O-].[K+].[K+].[CH3:29][O:30][CH2:31][C:32]1[CH:37]=[CH:36][C:35](B(O)O)=[CH:34][CH:33]=1.O, predict the reaction product. The product is: [ClH:1].[CH2:21]([N:18]1[C:19]([CH3:20])=[C:15]([CH2:14][N:11]2[CH2:12][CH2:13][N:8]([C:3]3[C:2]([C:35]4[CH:36]=[CH:37][C:32]([CH2:31][O:30][CH3:29])=[CH:33][CH:34]=4)=[N:7][CH:6]=[CH:5][N:4]=3)[CH2:9][CH2:10]2)[CH:16]=[N:17]1)[CH3:22]. (8) Given the reactants C(OC(=O)NC[C@H]1CC[C@H](C2N3C(C(N)=NC=N3)=C([C:28]3[CH:33]=[CH:32][C:31]([O:34][C:35]4[CH:40]=[CH:39][CH:38]=[CH:37][CH:36]=4)=[CH:30][CH:29]=3)N=2)CC1)C1C=CC=CC=1.[CH3:42][O:43][C:44]([C@H:46]1[CH2:51][CH2:50][C@H:49]([C:52]2[N:60]3[C:55]([C:56]([NH2:61])=[N:57][CH:58]=[N:59]3)=[C:54](I)[N:53]=2)[CH2:48][CH2:47]1)=[O:45], predict the reaction product. The product is: [CH3:42][O:43][C:44]([C@H:46]1[CH2:47][CH2:48][C@H:49]([C:52]2[N:60]3[C:55]([C:56]([NH2:61])=[N:57][CH:58]=[N:59]3)=[C:54]([C:28]3[CH:33]=[CH:32][C:31]([O:34][C:35]4[CH:36]=[CH:37][CH:38]=[CH:39][CH:40]=4)=[CH:30][CH:29]=3)[N:53]=2)[CH2:50][CH2:51]1)=[O:45].